Dataset: Full USPTO retrosynthesis dataset with 1.9M reactions from patents (1976-2016). Task: Predict the reactants needed to synthesize the given product. (1) Given the product [ClH:1].[CH3:24][C:21]1[N:20]=[C:19]([CH2:18][NH:8][C@@H:9]2[CH2:11][C@H:10]2[C:12]2[CH:17]=[CH:16][CH:15]=[CH:14][CH:13]=2)[O:23][N:22]=1, predict the reactants needed to synthesize it. The reactants are: [ClH:1].C(OC(=O)[N:8]([CH2:18][C:19]1[O:23][N:22]=[C:21]([CH3:24])[N:20]=1)[C@H:9]1[CH2:11][C@H:10]1[C:12]1[CH:17]=[CH:16][CH:15]=[CH:14][CH:13]=1)(C)(C)C. (2) Given the product [Br:1][C:2]1[C:10]2[C:5](=[CH:6][N:7]=[CH:8][CH:9]=2)[S:4][C:3]=1[C:11]#[N:13], predict the reactants needed to synthesize it. The reactants are: [Br:1][C:2]1[C:10]2[C:5](=[CH:6][N:7]=[CH:8][CH:9]=2)[S:4][C:3]=1[C:11]([NH2:13])=O.P(Cl)(Cl)(Cl)=O.C(=O)([O-])[O-].[Na+].[Na+].C(Cl)Cl. (3) Given the product [CH2:23]([C:20]1[N:21]([CH3:22])[C:12]2[C:11]3[CH:10]=[C:9]([OH:8])[CH:18]=[CH:17][C:16]=3[N:15]=[CH:14][C:13]=2[N:19]=1)[CH2:24][CH2:25][CH3:26], predict the reactants needed to synthesize it. The reactants are: C([O:8][C:9]1[CH:18]=[CH:17][C:16]2[N:15]=[CH:14][C:13]3[N:19]=[C:20]([CH2:23][CH2:24][CH2:25][CH3:26])[N:21]([CH3:22])[C:12]=3[C:11]=2[CH:10]=1)C1C=CC=CC=1.C(OC1C=CC2C3N(CC(C)C)C(CCC)=NC=3C(N)=NC=2C=1)C1C=CC=CC=1. (4) Given the product [CH3:33][S:34]([O:27][CH2:26][CH2:25][CH:21]([N:19]1[CH:20]=[C:16]([C:15]2[C:10]3[CH:9]=[CH:8][N:7]([CH2:6][O:5][CH2:4][CH2:3][Si:2]([CH3:1])([CH3:28])[CH3:29])[C:11]=3[N:12]=[CH:13][N:14]=2)[CH:17]=[N:18]1)[CH2:22][CH2:23][O:24][S:34]([CH3:33])(=[O:36])=[O:35])(=[O:36])=[O:35], predict the reactants needed to synthesize it. The reactants are: [CH3:1][Si:2]([CH3:29])([CH3:28])[CH2:3][CH2:4][O:5][CH2:6][N:7]1[C:11]2[N:12]=[CH:13][N:14]=[C:15]([C:16]3[CH:17]=[N:18][N:19]([CH:21]([CH2:25][CH2:26][OH:27])[CH2:22][CH2:23][OH:24])[CH:20]=3)[C:10]=2[CH:9]=[CH:8]1.C(Cl)Cl.[CH3:33][S:34](Cl)(=[O:36])=[O:35]. (5) Given the product [F:19][C:20]([F:26])([F:25])[S:21]([NH:18][CH2:17][C:13]1[CH:14]=[N:15][CH:16]=[C:11]([C:3]2[N:2]([CH3:1])[C:10]3[C:5]([CH:4]=2)=[CH:6][CH:7]=[CH:8][CH:9]=3)[CH:12]=1)(=[O:23])=[O:22], predict the reactants needed to synthesize it. The reactants are: [CH3:1][N:2]1[C:10]2[C:5](=[CH:6][CH:7]=[CH:8][CH:9]=2)[CH:4]=[C:3]1[C:11]1[CH:12]=[C:13]([CH2:17][NH2:18])[CH:14]=[N:15][CH:16]=1.[F:19][C:20]([F:26])([F:25])[S:21](Cl)(=[O:23])=[O:22]. (6) Given the product [NH2:13][C@H:14]([C:19]([OH:21])=[O:20])[C:15]([CH3:18])([CH3:17])[CH3:16].[CH2:1]([C:3]1[CH:4]=[CH:5][C:6]([S:9]([O-:12])(=[O:10])=[O:11])=[CH:7][CH:8]=1)[CH3:2], predict the reactants needed to synthesize it. The reactants are: [CH2:1]([C:3]1[CH:8]=[CH:7][C:6]([S:9]([O-:12])(=[O:11])=[O:10])=[CH:5][CH:4]=1)[CH3:2].[NH2:13][C@H:14]([C:19]([OH:21])=[O:20])[C:15]([CH3:18])([CH3:17])[CH3:16]. (7) Given the product [C:7](=[N:8][CH:9]([CH:38]([C:40]1[CH:49]=[CH:48][CH:47]=[C:46]2[C:41]=1[CH:42]=[CH:43][CH:44]=[N:45]2)[CH3:39])[C:10]#[N:11])([C:4]1[CH:3]=[CH:2][CH:1]=[CH:6][CH:5]=1)[C:12]1[CH:17]=[CH:16][CH:15]=[CH:14][CH:13]=1, predict the reactants needed to synthesize it. The reactants are: [CH:1]1[CH:6]=[CH:5][C:4]([C:7]([C:12]2[CH:17]=[CH:16][CH:15]=[CH:14][CH:13]=2)=[N:8][CH2:9][C:10]#[N:11])=[CH:3][CH:2]=1.CN(C)P(N(C)C)(N(C)C)=O.C([N-]C(C)C)(C)C.[Li+].Cl[CH:38]([C:40]1[CH:49]=[CH:48][CH:47]=[C:46]2[C:41]=1[CH:42]=[CH:43][CH:44]=[N:45]2)[CH3:39]. (8) Given the product [CH3:1][C:2]1[CH:3]=[CH:4][C:5]2[NH:6][N:7]=[C:8]3[C:9]4[CH:18]=[CH:17][CH:16]=[CH:15][C:10]=4[C:11](=[O:14])[NH:19][C:12]=1[C:13]=23, predict the reactants needed to synthesize it. The reactants are: [CH3:1][C:2]1[CH:3]=[CH:4][C:5]2[NH:6][N:7]=[C:8]3[C:13]=2[C:12]=1[C:11](=[O:14])[C:10]1[CH:15]=[CH:16][CH:17]=[CH:18][C:9]3=1.[N-:19]=[N+]=[N-].[Na+]. (9) Given the product [O:14]=[C:12]([C:15]1[CH:20]=[CH:19][CH:18]=[CH:17][CH:16]=1)[CH:13]=[CH:1][C:3]1[CH:11]=[CH:10][C:6]([C:7]([OH:9])=[O:8])=[CH:5][CH:4]=1, predict the reactants needed to synthesize it. The reactants are: [CH:1]([C:3]1[CH:11]=[CH:10][C:6]([C:7]([OH:9])=[O:8])=[CH:5][CH:4]=1)=O.[C:12]([C:15]1[CH:20]=[CH:19][CH:18]=[CH:17][CH:16]=1)(=[O:14])[CH3:13].[OH-].[Na+].Cl.